This data is from Full USPTO retrosynthesis dataset with 1.9M reactions from patents (1976-2016). The task is: Predict the reactants needed to synthesize the given product. (1) Given the product [Br:1][C:2]1[CH:3]=[C:4]([CH3:28])[CH:5]=[C:6]2[C:11]=1[N:10]=[CH:9][N:8]([N:12]([C:13]1[CH:18]=[C:17]([Cl:19])[CH:16]=[CH:15][C:14]=1[S:20][C:21]1[CH:26]=[CH:25][CH:24]=[CH:23][CH:22]=1)[C:41](=[O:47])[O:42][C:43]([CH3:46])([CH3:45])[CH3:44])[C:7]2=[O:27], predict the reactants needed to synthesize it. The reactants are: [Br:1][C:2]1[CH:3]=[C:4]([CH3:28])[CH:5]=[C:6]2[C:11]=1[N:10]=[CH:9][N:8]([NH:12][C:13]1[CH:18]=[C:17]([Cl:19])[CH:16]=[CH:15][C:14]=1[S:20][C:21]1[CH:26]=[CH:25][CH:24]=[CH:23][CH:22]=1)[C:7]2=[O:27].BrC1C=C(C)C=C2C=1N=CN(N(C1C=C(Cl)C=CC=1SCC)[C:41](=[O:47])[O:42][C:43]([CH3:46])([CH3:45])[CH3:44])C2=O. (2) Given the product [OH:4][C:5]1[C:6]([N+:7]([O-:9])=[O:8])=[CH:39][N:38]([CH3:41])[C:36]=1[C:10]([O:14][CH2:15][CH3:16])=[O:11], predict the reactants needed to synthesize it. The reactants are: C([O:4][CH2:5][CH2:6][N+:7]([O-:9])=[O:8])(=O)C.[CH:10](OCC)([O:14][CH2:15][CH3:16])[O:11]CC.C(OC(=O)C)(=O)C.Cl.N(CC(OCC)=O)C.[CH2:36]([N:38]([CH2:41]C)[CH2:39]C)C.[O-]CC.[Na+]. (3) Given the product [Cl:1][C:2]1[CH:3]=[C:4]2[C:8](=[CH:9][CH:10]=1)[N:7]([N:11]=[O:12])[CH2:6][CH2:5]2, predict the reactants needed to synthesize it. The reactants are: [Cl:1][C:2]1[CH:3]=[C:4]2[C:8](=[CH:9][CH:10]=1)[NH:7][CH2:6][CH2:5]2.[N:11]([O-])=[O:12].[Na+].[OH-].[Na+]. (4) Given the product [Br:1][C:2]1[S:3][C:4]([O:7][C:8]2[CH:9]=[CH:10][C:11]([OH:14])=[CH:12][CH:13]=2)=[N:5][N:6]=1, predict the reactants needed to synthesize it. The reactants are: [Br:1][C:2]1[S:3][C:4]([O:7][C:8]2[CH:13]=[CH:12][C:11]([O:14]C)=[CH:10][CH:9]=2)=[N:5][N:6]=1.B(Br)(Br)Br. (5) Given the product [Si:23]([O:9][CH2:8][C@H:5]1[O:4][C@@H:3]([N:10]2[CH:17]=[CH:16][C:14]([NH2:15])=[N:13][C:11]2=[O:12])[C:2]([F:1])([F:18])[C@@H:6]1[OH:7])([C:20]([CH3:22])([CH3:21])[CH3:19])([CH3:25])[CH3:24], predict the reactants needed to synthesize it. The reactants are: [F:1][C:2]1([F:18])[C@H:6]([OH:7])[C@@H:5]([CH2:8][OH:9])[O:4][C@H:3]1[N:10]1[CH:17]=[CH:16][C:14]([NH2:15])=[N:13][C:11]1=[O:12].[CH3:19][C:20]([Si:23](Cl)([CH3:25])[CH3:24])([CH3:22])[CH3:21]. (6) Given the product [Cl:1][C:2]1[CH:11]=[CH:10][C:5]2[NH:6][C:7](=[C:9]([C:12]([C:13]3[CH:18]=[CH:17][CH:16]=[CH:15][CH:14]=3)=[O:21])[C:12]([C:13]3[CH:18]=[CH:17][CH:16]=[CH:15][CH:14]=3)=[O:19])[NH:8][C:4]=2[CH:3]=1, predict the reactants needed to synthesize it. The reactants are: [Cl:1][C:2]1[CH:11]=[CH:10][C:5]2[N:6]=[C:7]([CH3:9])[NH:8][C:4]=2[CH:3]=1.[C:12](Cl)(=[O:19])[C:13]1[CH:18]=[CH:17][CH:16]=[CH:15][CH:14]=1.[OH2:21]. (7) Given the product [Cl:1][C:2]1[CH:3]=[C:4]([CH:12]([NH2:18])[C:13]([F:16])([F:15])[F:14])[CH:5]=[C:6]([C:8]([F:11])([F:10])[F:9])[CH:7]=1, predict the reactants needed to synthesize it. The reactants are: [Cl:1][C:2]1[CH:3]=[C:4]([C:12](=O)[C:13]([F:16])([F:15])[F:14])[CH:5]=[C:6]([C:8]([F:11])([F:10])[F:9])[CH:7]=1.[NH2:18]CC1C=C(C=CC=1)CN.O.